The task is: Predict which catalyst facilitates the given reaction.. This data is from Catalyst prediction with 721,799 reactions and 888 catalyst types from USPTO. Reactant: [I-].[C:2]([O:6][C:7]([N:9]1[CH2:14][CH2:13][CH:12]([CH2:15][P+](C2C=CC=CC=2)(C2C=CC=CC=2)C2C=CC=CC=2)[CH2:11][CH2:10]1)=[O:8])([CH3:5])([CH3:4])[CH3:3].C1(C)C=CC=CC=1.C[Si]([N-][Si](C)(C)C)(C)C.[K+].[F:52][C:53]([F:65])([C:58]1[CH:63]=[CH:62][C:61]([F:64])=[CH:60][CH:59]=1)[CH:54](OC)O. Product: [C:2]([O:6][C:7]([N:9]1[CH2:10][CH2:11][CH:12]([CH:15]=[CH:54][C:53]([F:65])([F:52])[C:58]2[CH:59]=[CH:60][C:61]([F:64])=[CH:62][CH:63]=2)[CH2:13][CH2:14]1)=[O:8])([CH3:3])([CH3:4])[CH3:5]. The catalyst class is: 1.